This data is from Forward reaction prediction with 1.9M reactions from USPTO patents (1976-2016). The task is: Predict the product of the given reaction. (1) The product is: [Cl:1][C:2]1[N:7]=[C:6]([CH2:8][O:9][C:10]2[CH:11]=[C:12]([O:22][C:23]3[CH:24]=[CH:25][C:26]([S:29]([CH3:32])(=[O:31])=[O:30])=[CH:27][CH:28]=3)[CH:13]=[C:14]3[C:18]=2[NH:17][C:16]([C:19]([NH2:35])=[O:20])=[CH:15]3)[CH:5]=[CH:4][CH:3]=1. Given the reactants [Cl:1][C:2]1[N:7]=[C:6]([CH2:8][O:9][C:10]2[CH:11]=[C:12]([O:22][C:23]3[CH:28]=[CH:27][C:26]([S:29]([CH3:32])(=[O:31])=[O:30])=[CH:25][CH:24]=3)[CH:13]=[C:14]3[C:18]=2[NH:17][C:16]([C:19](O)=[O:20])=[CH:15]3)[CH:5]=[CH:4][CH:3]=1.Cl.C[N:35](C)CCCN=C=NCC.[NH4+].ON1C2C=CC=CC=2N=N1.CN(C)C=O, predict the reaction product. (2) Given the reactants [OH:1][C:2]1[CH:10]=[CH:9][C:5]([C:6]([OH:8])=O)=[CH:4][CH:3]=1.FC(F)(F)C(OC(=O)C(F)(F)F)=O.C(O)(=O)C1C=CC=CC=1.C1(C)C=CC(S([N:42]2[CH:46]=[CH:45][CH:44]=[CH:43]2)(=O)=O)=CC=1.N1C=CC=C1.OP(O)(O)=O, predict the reaction product. The product is: [OH:1][C:2]1[CH:3]=[CH:4][C:5]([C:6]([C:43]2[NH:42][CH:46]=[CH:45][CH:44]=2)=[O:8])=[CH:9][CH:10]=1. (3) Given the reactants [C:1]1([N:7]([C:34]2[N:39]=[CH:38][CH:37]=[CH:36][N:35]=2)[CH2:8][CH:9]([NH:14][C:15]([C:17]2[CH:18]=[C:19]3[C:23](=[CH:24][CH:25]=2)[NH:22][C:21]([C:26]2[CH:31]=[CH:30][N:29]=[C:28]([NH:32][CH3:33])[N:27]=2)=[CH:20]3)=[O:16])[C:10]([O:12]C)=[O:11])[CH:6]=[CH:5][CH:4]=[CH:3][CH:2]=1.[OH-].[Na+], predict the reaction product. The product is: [CH3:33][NH:32][C:28]1[N:27]=[C:26]([C:21]2[NH:22][C:23]3[C:19]([CH:20]=2)=[CH:18][C:17]([C:15]([NH:14][CH:9]([CH2:8][N:7]([C:1]2[CH:6]=[CH:5][CH:4]=[CH:3][CH:2]=2)[C:34]2[N:39]=[CH:38][CH:37]=[CH:36][N:35]=2)[C:10]([OH:12])=[O:11])=[O:16])=[CH:25][CH:24]=3)[CH:31]=[CH:30][N:29]=1. (4) Given the reactants C(=O)=O.[Cl:4][C:5]1[CH:10]=[CH:9][C:8]([CH:11]2[C:15]3[N:16]([CH:25]([CH3:27])[CH3:26])[C:17]([C:19]4[CH2:20][CH2:21][O:22][CH2:23][CH:24]=4)=[N:18][C:14]=3[C:13](=[O:28])[N:12]2[C:29]2[CH:30]=[C:31]([O:39][CH3:40])[C:32]3[N:36]=[N:35][N:34]([CH3:37])[C:33]=3[CH:38]=2)=[CH:7][CH:6]=1, predict the reaction product. The product is: [Cl:4][C:5]1[CH:10]=[CH:9][C:8]([C@H:11]2[C:15]3[N:16]([CH:25]([CH3:26])[CH3:27])[C:17]([C:19]4[CH2:20][CH2:21][O:22][CH2:23][CH:24]=4)=[N:18][C:14]=3[C:13](=[O:28])[N:12]2[C:29]2[CH:30]=[C:31]([O:39][CH3:40])[C:32]3[N:36]=[N:35][N:34]([CH3:37])[C:33]=3[CH:38]=2)=[CH:7][CH:6]=1.